From a dataset of Full USPTO retrosynthesis dataset with 1.9M reactions from patents (1976-2016). Predict the reactants needed to synthesize the given product. (1) Given the product [CH2:1]([N:8]1[C:13](=[O:14])[CH2:12][O:11][CH2:10][CH:9]1[C:15]([NH:28][C@@H:26]([C:22]1[CH:23]=[CH:24][CH:25]=[C:20]([O:19][CH3:18])[CH:21]=1)[CH3:27])=[O:17])[C:2]1[CH:3]=[CH:4][CH:5]=[CH:6][CH:7]=1, predict the reactants needed to synthesize it. The reactants are: [CH2:1]([N:8]1[C:13](=[O:14])[CH2:12][O:11][CH2:10][CH:9]1[C:15]([OH:17])=O)[C:2]1[CH:7]=[CH:6][CH:5]=[CH:4][CH:3]=1.[CH3:18][O:19][C:20]1[CH:21]=[C:22]([C@H:26]([NH2:28])[CH3:27])[CH:23]=[CH:24][CH:25]=1. (2) Given the product [OH:8][C:9]1[CH:10]=[C:11]2[C:16](=[CH:17][CH:18]=1)[C:15]([C:19]([O:21][CH3:1])=[O:20])=[CH:14][CH:13]=[CH:12]2, predict the reactants needed to synthesize it. The reactants are: [CH3:1][Si](C=[N+]=[N-])(C)C.[OH:8][C:9]1[CH:10]=[C:11]2[C:16](=[CH:17][CH:18]=1)[C:15]([C:19]([OH:21])=[O:20])=[CH:14][CH:13]=[CH:12]2. (3) Given the product [CH3:1][CH:2]([CH2:5][C:17](=[O:18])[CH2:11][C:10](=[O:12])[CH2:9][CH:8]([CH3:13])[CH3:7])[CH3:3], predict the reactants needed to synthesize it. The reactants are: [CH3:1][C:2]([CH3:5])([O-])[CH3:3].[K+].[CH3:7][CH:8]([CH3:13])[CH2:9][C:10](=[O:12])[CH3:11].CN([CH:17]=[O:18])C.